Dataset: Catalyst prediction with 721,799 reactions and 888 catalyst types from USPTO. Task: Predict which catalyst facilitates the given reaction. (1) Reactant: [C:1]([C:4]1[N:8]2[N:9]=[CH:10][CH:11]=[CH:12][C:7]2=[C:6]([C:13]([O:15][CH2:16][CH3:17])=[O:14])[C:5]=1[CH3:18])(=O)[CH3:2].[CH3:19][NH2:20].Cl. Product: [CH3:18][C:5]1[C:6]([C:13]([O:15][CH2:16][CH3:17])=[O:14])=[C:7]2[CH:12]=[CH:11][CH:10]=[N:9][N:8]2[C:4]=1[CH:1]([NH:20][CH3:19])[CH3:2]. The catalyst class is: 5. (2) Reactant: [NH2:1][C:2]1[CH:3]=[CH:4][C:5]2[O:9][C:8]([C:10]([NH:12][C:13]3[CH:18]=[CH:17][C:16]([C:19]4[CH:24]=[CH:23][C:22]([S:25]([NH:28][C@H:29]([C:33]([OH:35])=[O:34])[CH:30]([CH3:32])[CH3:31])(=[O:27])=[O:26])=[CH:21][CH:20]=4)=[CH:15][CH:14]=3)=[O:11])=[CH:7][C:6]=2[CH:36]=1.C(N(CC)C(C)C)(C)C.[CH3:46][S:47](Cl)(=[O:49])=[O:48]. Product: [CH3:46][S:47]([NH:1][C:2]1[CH:3]=[CH:4][C:5]2[O:9][C:8]([C:10]([NH:12][C:13]3[CH:18]=[CH:17][C:16]([C:19]4[CH:20]=[CH:21][C:22]([S:25]([NH:28][C@H:29]([C:33]([OH:35])=[O:34])[CH:30]([CH3:32])[CH3:31])(=[O:26])=[O:27])=[CH:23][CH:24]=4)=[CH:15][CH:14]=3)=[O:11])=[CH:7][C:6]=2[CH:36]=1)(=[O:49])=[O:48]. The catalyst class is: 2. (3) Reactant: [CH3:1][O:2][C:3]1[CH:8]=[CH:7][CH:6]=[CH:5][C:4]=1[CH:9]1[CH2:14][CH2:13][N:12]([C:15]([O:17]C(C)(C)C)=O)[CH2:11][CH2:10]1.Cl.C(N(CC)CC)C.[Cl:30][C:31]([Cl:36])([Cl:35])C(Cl)=O. Product: [Cl:30][C:31]([Cl:36])([Cl:35])[C:15]([N:12]1[CH2:13][CH2:14][CH:9]([C:4]2[CH:5]=[CH:6][CH:7]=[CH:8][C:3]=2[O:2][CH3:1])[CH2:10][CH2:11]1)=[O:17]. The catalyst class is: 866. (4) Reactant: [F:1][C:2]([F:24])([F:23])[C:3]1[CH:4]=[C:5]([CH:8]=[C:9](/[CH:11]=[CH:12]/[C:13]2[CH:18]=[CH:17][CH:16]=[C:15]([C:19]([F:22])([F:21])[F:20])[N:14]=2)[CH:10]=1)[CH:6]=[O:7].C(O)C1C=CC=CC=1. Product: [F:23][C:2]([F:1])([F:24])[C:3]1[CH:4]=[C:5]([CH:8]=[C:9]([CH2:11][CH2:12][C:13]2[CH:18]=[CH:17][CH:16]=[C:15]([C:19]([F:21])([F:22])[F:20])[N:14]=2)[CH:10]=1)[CH:6]=[O:7]. The catalyst class is: 14. (5) Reactant: [C:1]([O:5][C:6]([N:8]1[CH2:12][C@H:11]([O:13][C:14]2[C:23]3[C:18](=[CH:19][C:20]([O:24][CH3:25])=[CH:21][CH:22]=3)[N:17]=[C:16]([C:26]3[CH:31]=[CH:30][CH:29]=[CH:28][CH:27]=3)[CH:15]=2)[CH2:10][C@H:9]1[C:32](=[O:64])[NH:33][C@:34]1([C:39]([NH:41][S:42]([C:45]2[CH:50]=[CH:49][CH:48]=[CH:47][C:46]=2[NH:51][C:52](=[O:63])[CH2:53][CH2:54][CH2:55][CH2:56][CH2:57][CH2:58][C:59]([O:61]C)=[O:60])(=[O:44])=[O:43])=[O:40])[CH2:36][C@H:35]1[CH:37]=[CH2:38])=[O:7])([CH3:4])([CH3:3])[CH3:2].[Li+].[OH-]. Product: [C:1]([O:5][C:6]([N:8]1[CH2:12][C@H:11]([O:13][C:14]2[C:23]3[C:18](=[CH:19][C:20]([O:24][CH3:25])=[CH:21][CH:22]=3)[N:17]=[C:16]([C:26]3[CH:31]=[CH:30][CH:29]=[CH:28][CH:27]=3)[CH:15]=2)[CH2:10][C@H:9]1[C:32](=[O:64])[NH:33][C@:34]1([C:39]([NH:41][S:42]([C:45]2[CH:50]=[CH:49][CH:48]=[CH:47][C:46]=2[NH:51][C:52](=[O:63])[CH2:53][CH2:54][CH2:55][CH2:56][CH2:57][CH2:58][C:59]([OH:61])=[O:60])(=[O:44])=[O:43])=[O:40])[CH2:36][C@H:35]1[CH:37]=[CH2:38])=[O:7])([CH3:2])([CH3:3])[CH3:4]. The catalyst class is: 87.